Dataset: Peptide-MHC class II binding affinity with 134,281 pairs from IEDB. Task: Regression. Given a peptide amino acid sequence and an MHC pseudo amino acid sequence, predict their binding affinity value. This is MHC class II binding data. (1) The peptide sequence is SCDDWLGGSVAEDID. The MHC is H-2-IAd with pseudo-sequence H-2-IAd. The binding affinity (normalized) is 0. (2) The peptide sequence is AAATAGTTVYGVFAA. The MHC is HLA-DPA10103-DPB10401 with pseudo-sequence HLA-DPA10103-DPB10401. The binding affinity (normalized) is 0.200. (3) The peptide sequence is LSADQISTVQASFDKVK. The MHC is DRB4_0101 with pseudo-sequence DRB4_0103. The binding affinity (normalized) is 0.493. (4) The MHC is DRB3_0202 with pseudo-sequence DRB3_0202. The peptide sequence is QEALEDFREFSRAKG. The binding affinity (normalized) is 0.171. (5) The binding affinity (normalized) is 0.446. The peptide sequence is KLIGGIGGFIKVRQYDQIPI. The MHC is HLA-DPA10201-DPB10101 with pseudo-sequence HLA-DPA10201-DPB10101. (6) The peptide sequence is GELQIVDKKDAAFKI. The MHC is DRB1_1201 with pseudo-sequence DRB1_1201. The binding affinity (normalized) is 0.349.